Dataset: Forward reaction prediction with 1.9M reactions from USPTO patents (1976-2016). Task: Predict the product of the given reaction. (1) Given the reactants [CH3:1][S:2]([C:5]1[CH:31]=[CH:30][C:8]([O:9][C:10]2[CH:11]=[C:12]3[C:16](=[C:17]([O:19][CH2:20][CH:21]4[CH2:26][CH2:25][O:24][CH2:23][CH2:22]4)[CH:18]=2)[NH:15][C:14]([C:27]([OH:29])=O)=[CH:13]3)=[CH:7][CH:6]=1)(=[O:4])=[O:3].Cl.C[N:34](C)CCCN=C=NCC.ON1C2C=CC=CC=2N=N1.N, predict the reaction product. The product is: [CH3:1][S:2]([C:5]1[CH:31]=[CH:30][C:8]([O:9][C:10]2[CH:11]=[C:12]3[C:16](=[C:17]([O:19][CH2:20][CH:21]4[CH2:22][CH2:23][O:24][CH2:25][CH2:26]4)[CH:18]=2)[NH:15][C:14]([C:27]([NH2:34])=[O:29])=[CH:13]3)=[CH:7][CH:6]=1)(=[O:3])=[O:4]. (2) The product is: [C:1]([O:4][CH:5]1[CH2:6][CH:7]2[CH:11]([CH2:10][CH:9]([N:13]([C:30]([O:32][C:33]([CH3:36])([CH3:35])[CH3:34])=[O:31])[CH2:14][C:15]([N:17]3[CH2:21][CH2:20][CH2:19][CH:18]3[C:22]#[N:23])=[O:16])[CH2:8]2)[CH2:12]1)(=[O:3])[CH3:2]. Given the reactants [C:1]([O:4][CH:5]1[CH2:12][CH:11]2[CH:7]([CH2:8][CH:9]([NH:13][CH2:14][C:15]([N:17]3[CH2:21][CH2:20][CH2:19][CH:18]3[C:22]#[N:23])=[O:16])[CH2:10]2)[CH2:6]1)(=[O:3])[CH3:2].C(=O)([O-])[O-].[K+].[K+].[C:30](O[C:30]([O:32][C:33]([CH3:36])([CH3:35])[CH3:34])=[O:31])([O:32][C:33]([CH3:36])([CH3:35])[CH3:34])=[O:31].O, predict the reaction product. (3) Given the reactants [F:1][C:2]1[CH:11]=[C:10]2[C:5]([CH2:6][CH2:7][NH:8][CH2:9]2)=[CH:4][CH:3]=1.CCN(C(C)C)C(C)C.[Br:21][C:22]1[CH:23]=[C:24]([S:31](Cl)(=[O:33])=[O:32])[CH:25]=[C:26]([N+:28]([O-:30])=[O:29])[CH:27]=1, predict the reaction product. The product is: [Br:21][C:22]1[CH:23]=[C:24]([S:31]([N:8]2[CH2:7][CH2:6][C:5]3[C:10](=[CH:11][C:2]([F:1])=[CH:3][CH:4]=3)[CH2:9]2)(=[O:32])=[O:33])[CH:25]=[C:26]([N+:28]([O-:30])=[O:29])[CH:27]=1. (4) Given the reactants [CH2:1]([O:8][C:9]1[CH:10]=[CH:11][C:12]2[O:16][C:15]([CH:17]=[O:18])=[C:14]([CH3:19])[C:13]=2[CH:20]=1)[C:2]1[CH:7]=[CH:6][CH:5]=[CH:4][CH:3]=1.[CH2:21]([Mg]Br)[CH:22]([CH3:24])[CH3:23], predict the reaction product. The product is: [CH2:1]([O:8][C:9]1[CH:10]=[CH:11][C:12]2[O:16][C:15]([CH:17]([OH:18])[CH2:21][CH:22]([CH3:24])[CH3:23])=[C:14]([CH3:19])[C:13]=2[CH:20]=1)[C:2]1[CH:3]=[CH:4][CH:5]=[CH:6][CH:7]=1. (5) Given the reactants [F:1][C:2]1[CH:11]=[CH:10][C:9]2[N:8]=[CH:7][C:6](=[O:12])[N:5]3[CH2:13][C@@H:14]([NH:15][CH2:16][CH2:17][CH2:18][C@@H:19]4[O:23][C:22](=[O:24])[N:21]([C:25]5[CH:26]=[CH:27][C:28]6[S:33][CH2:32][C:31](=[O:34])[NH:30][C:29]=6[CH:35]=5)[CH2:20]4)[C:3]=1[C:4]=23.[BH4-].[Na+], predict the reaction product. The product is: [F:1][C:2]1[CH:11]=[CH:10][C:9]2[NH:8][CH2:7][C:6](=[O:12])[N:5]3[CH2:13][C@@H:14]([NH:15][CH2:16][CH2:17][CH2:18][C@@H:19]4[O:23][C:22](=[O:24])[N:21]([C:25]5[CH:26]=[CH:27][C:28]6[S:33][CH2:32][C:31](=[O:34])[NH:30][C:29]=6[CH:35]=5)[CH2:20]4)[C:3]=1[C:4]=23.